Dataset: Forward reaction prediction with 1.9M reactions from USPTO patents (1976-2016). Task: Predict the product of the given reaction. (1) Given the reactants [OH:1][C:2]1[CH:9]=[CH:8][C:5]([CH:6]=[O:7])=[C:4]([O:10][CH3:11])[CH:3]=1.[H-].[Na+].Br[CH2:15][CH2:16][OH:17], predict the reaction product. The product is: [OH:17][CH2:16][CH2:15][O:1][C:2]1[CH:9]=[CH:8][C:5]([CH:6]=[O:7])=[C:4]([O:10][CH3:11])[CH:3]=1. (2) Given the reactants [CH:1]1([CH:7]([NH:18][C:19]2[CH:20]=[CH:21][C:22]([C:25]([OH:27])=O)=[N:23][CH:24]=2)[C:8]2[S:9][C:10]3[CH:17]=[CH:16][CH:15]=[CH:14][C:11]=3[C:12]=2[CH3:13])[CH2:6][CH2:5][CH2:4][CH2:3][CH2:2]1.Cl.[CH2:29]([O:31][C:32](=[O:36])[CH2:33][CH2:34][NH2:35])[CH3:30].O.ON1C2C=CC=CC=2N=N1.Cl.C(N=C=NCCCN(C)C)C.[Cl-].[NH4+], predict the reaction product. The product is: [CH:1]1([CH:7]([NH:18][C:19]2[CH:20]=[CH:21][C:22]([C:25]([NH:35][CH2:34][CH2:33][C:32]([O:31][CH2:29][CH3:30])=[O:36])=[O:27])=[N:23][CH:24]=2)[C:8]2[S:9][C:10]3[CH:17]=[CH:16][CH:15]=[CH:14][C:11]=3[C:12]=2[CH3:13])[CH2:2][CH2:3][CH2:4][CH2:5][CH2:6]1. (3) Given the reactants [C:1]([O:7][CH2:8][C@H:9]([C:15]1[C:16]([Br:27])=[C:17]2[C:22](=[CH:23][C:24]=1[CH3:25])[N:21]=[C:20]([CH3:26])[CH:19]=[CH:18]2)[O:10][C:11]([CH3:14])([CH3:13])[CH3:12])(=[O:6])[C:2]([CH3:5])([CH3:4])[CH3:3].C1C=C(Cl)C=C(C(OO)=[O:36])C=1, predict the reaction product. The product is: [Br:27][C:16]1[C:15]([C@H:9]([O:10][C:11]([CH3:14])([CH3:13])[CH3:12])[CH2:8][O:7][C:1](=[O:6])[C:2]([CH3:5])([CH3:3])[CH3:4])=[C:24]([CH3:25])[CH:23]=[C:22]2[C:17]=1[CH:18]=[CH:19][C:20]([CH3:26])=[N+:21]2[O-:36]. (4) Given the reactants [CH:1]([C:3]1[CH:8]=[CH:7][C:6]([C:9]#[C:10][CH2:11][CH2:12][C:13]([O:15][CH3:16])=[O:14])=[CH:5][C:4]=1[N+:17]([O-])=O)=[O:2].[H][H], predict the reaction product. The product is: [NH2:17][C:4]1[CH:5]=[C:6]([CH2:9][CH2:10][CH2:11][CH2:12][C:13]([O:15][CH3:16])=[O:14])[CH:7]=[CH:8][C:3]=1[CH:1]=[O:2]. (5) Given the reactants [CH3:1][CH:2]([CH3:15])[CH2:3][CH2:4][NH:5][C:6]([C:8]1[N:9]=[N:10][C:11](Cl)=[CH:12][CH:13]=1)=[O:7].C(OC(=O)[NH:22][CH:23]1[CH2:28][CH2:27][NH:26][CH2:25][CH2:24]1)(C)(C)C.N12CCCN=C1CCCCC2, predict the reaction product. The product is: [CH3:1][CH:2]([CH3:15])[CH2:3][CH2:4][NH:5][C:6]([C:8]1[N:9]=[N:10][C:11]([N:26]2[CH2:27][CH2:28][CH:23]([NH2:22])[CH2:24][CH2:25]2)=[CH:12][CH:13]=1)=[O:7]. (6) Given the reactants [Cl:1][C:2]1[C:7]([N+:8]([O-])=O)=[C:6]([NH2:11])[CH:5]=[C:4]([Cl:12])[N:3]=1.O.Cl, predict the reaction product. The product is: [Cl:1][C:2]1[C:7]([NH2:8])=[C:6]([NH2:11])[CH:5]=[C:4]([Cl:12])[N:3]=1. (7) Given the reactants [H-].COCCO[Al+]OCCOC.[Na+].[H-].[CH2:15]([C:17]([C:39]1[CH:44]=[CH:43][C:42]([OH:45])=[C:41]([CH3:46])[CH:40]=1)([C:20]1[CH:25]=[CH:24][C:23]([C:26]#[C:27][C:28]([OH:37])([C:33]([F:36])([F:35])[F:34])[C:29]([F:32])([F:31])[F:30])=[C:22]([CH3:38])[CH:21]=1)[CH2:18][CH3:19])[CH3:16].Cl, predict the reaction product. The product is: [CH2:15]([C:17]([C:39]1[CH:44]=[CH:43][C:42]([OH:45])=[C:41]([CH3:46])[CH:40]=1)([C:20]1[CH:25]=[CH:24][C:23](/[CH:26]=[CH:27]/[C:28]([OH:37])([C:33]([F:34])([F:35])[F:36])[C:29]([F:32])([F:31])[F:30])=[C:22]([CH3:38])[CH:21]=1)[CH2:18][CH3:19])[CH3:16]. (8) Given the reactants C([O:4][C:5]1[CH:6]=[C:7]([C:20]([O:22][CH2:23][CH3:24])=[O:21])[CH:8]=[C:9]2[C:13]=1[N:12]([CH:14]1[CH2:19][CH2:18][CH2:17][CH2:16][O:15]1)[N:11]=[CH:10]2)(=O)C.C([O-])([O-])=O.[K+].[K+], predict the reaction product. The product is: [OH:4][C:5]1[CH:6]=[C:7]([C:20]([O:22][CH2:23][CH3:24])=[O:21])[CH:8]=[C:9]2[C:13]=1[N:12]([CH:14]1[CH2:19][CH2:18][CH2:17][CH2:16][O:15]1)[N:11]=[CH:10]2. (9) The product is: [O:11]=[C:6]1[C:7]2[C:3](=[C:2]([O:1][CH2:19][CH:20]3[O:24][C:23](=[O:25])[NH:22][CH2:21]3)[CH:10]=[CH:9][CH:8]=2)[CH2:4][CH2:5]1. Given the reactants [OH:1][C:2]1[CH:10]=[CH:9][CH:8]=[C:7]2[C:3]=1[CH2:4][CH2:5][C:6]2=[O:11].C(=O)([O-])[O-].[Cs+].[Cs+].Cl[CH2:19][CH:20]1[O:24][C:23](=[O:25])[NH:22][CH2:21]1, predict the reaction product.